Dataset: CYP3A4 inhibition data for predicting drug metabolism from PubChem BioAssay. Task: Regression/Classification. Given a drug SMILES string, predict its absorption, distribution, metabolism, or excretion properties. Task type varies by dataset: regression for continuous measurements (e.g., permeability, clearance, half-life) or binary classification for categorical outcomes (e.g., BBB penetration, CYP inhibition). Dataset: cyp3a4_veith. (1) The compound is C[C@H]1CN(C2CCC(C#N)(c3ccc(F)cc3)CC2)CC[C@@]1(C(=O)O)c1ccccc1. The result is 0 (non-inhibitor). (2) The molecule is Cc1ccccc1NC(=O)CSc1nnc(-c2ccccc2)n1-c1ccccc1. The result is 1 (inhibitor). (3) The molecule is [N-]=[N+]=CC(=O)COC(=O)c1ccccc1. The result is 0 (non-inhibitor). (4) The drug is CC(C)NC(=O)/C(=N\O)c1ccccc1. The result is 0 (non-inhibitor). (5) The drug is Cc1ccccc1-c1cc(NCc2cccnc2)ncn1. The result is 1 (inhibitor).